Dataset: Reaction yield outcomes from USPTO patents with 853,638 reactions. Task: Predict the reaction yield, written as a fraction of the theoretical maximum amount of product (1.0 means a 100% yield; for example, 0.34 means a 34% yield). (1) The reactants are [S:1]=[C:2]1[NH:7][C:6](=[O:8])[CH2:5][C:4](=[O:9])[NH:3]1.[C:10]1([CH:20]=O)[C:19]2[C:14](=[CH:15][CH:16]=[CH:17][CH:18]=2)[CH:13]=[CH:12][CH:11]=1. The catalyst is C(O)C. The product is [C:10]1([CH:20]=[C:5]2[C:6](=[O:8])[NH:7][C:2](=[S:1])[NH:3][C:4]2=[O:9])[C:19]2[C:14](=[CH:15][CH:16]=[CH:17][CH:18]=2)[CH:13]=[CH:12][CH:11]=1. The yield is 0.720. (2) The yield is 0.230. The product is [CH2:12]([NH:1][CH2:2][CH2:3][NH:4][C:5](=[O:11])[O:6][C:7]([CH3:8])([CH3:10])[CH3:9])[C:13]1[CH:18]=[CH:17][CH:16]=[CH:15][CH:14]=1. No catalyst specified. The reactants are [NH2:1][CH2:2][CH2:3][NH:4][C:5](=[O:11])[O:6][C:7]([CH3:10])([CH3:9])[CH3:8].[CH:12](=O)[C:13]1[CH:18]=[CH:17][CH:16]=[CH:15][CH:14]=1.[O-]S([O-])(=O)=O.[Mg+2].CCN(CC)CC. (3) The reactants are [F:1][C:2]1[CH:3]=[C:4]([CH:17]=[CH:18][CH:19]=1)[CH2:5][O:6][C:7]1[CH:8]=[C:9]2[C:13](=[CH:14][CH:15]=1)[C:12](=[O:16])[NH:11][CH2:10]2.[H-].[Na+].Br[CH2:23][C:24]([NH2:26])=[O:25]. The catalyst is C1COCC1. The product is [F:1][C:2]1[CH:3]=[C:4]([CH:17]=[CH:18][CH:19]=1)[CH2:5][O:6][C:7]1[CH:8]=[C:9]2[C:13](=[CH:14][CH:15]=1)[C:12](=[O:16])[N:11]([CH2:23][C:24]([NH2:26])=[O:25])[CH2:10]2. The yield is 0.670. (4) The reactants are [CH3:1][C:2]1[C:8]([B:9]2[O:13][C:12]([CH3:15])([CH3:14])[C:11]([CH3:17])([CH3:16])[O:10]2)=[CH:7][CH:6]=[CH:5][C:3]=1[NH2:4].CN(C(ON1N=N[C:28]2C=CC=N[C:27]1=2)=[N+](C)C)C.F[P-](F)(F)(F)(F)F.F[CH:43](F)[C:44]1[CH:52]=[CH:51][C:47]([C:48]([OH:50])=O)=[CH:46][CH:45]=1. The catalyst is C(Cl)Cl. The product is [CH:43]1([C:44]2[CH:45]=[CH:46][C:47]([C:48]([NH:4][C:3]3[CH:5]=[CH:6][CH:7]=[C:8]([B:9]4[O:13][C:12]([CH3:15])([CH3:14])[C:11]([CH3:17])([CH3:16])[O:10]4)[C:2]=3[CH3:1])=[O:50])=[CH:51][CH:52]=2)[CH2:28][CH2:27]1. The yield is 0.890. (5) The reactants are FC(F)(F)C1C=CC(CBr)=CC=1.Br[CH2:14][C:15]1[CH:20]=[CH:19][C:18]([F:21])=[CH:17][CH:16]=1.[CH3:22][C:23]1[N:24]=[C:25]([N:33]2[C:37](=[O:38])[NH:36][N:35]=[CH:34]2)[S:26][C:27]=1[C:28]([O:30][CH2:31][CH3:32])=[O:29]. No catalyst specified. The product is [F:21][C:18]1[CH:19]=[CH:20][C:15]([CH2:14][N:36]2[C:37](=[O:38])[N:33]([C:25]3[S:26][C:27]([C:28]([O:30][CH2:31][CH3:32])=[O:29])=[C:23]([CH3:22])[N:24]=3)[CH:34]=[N:35]2)=[CH:16][CH:17]=1. The yield is 0.840. (6) The reactants are [NH:1]1[CH:5]=[CH:4][N:3]=[CH:2]1.C(N(CC)CC)C.P(Cl)(Cl)(Cl)=O.[N:18]([C:21]1([CH2:38][O:39][C:40](=[O:48])[C:41]2[CH:46]=[CH:45][CH:44]=[C:43]([Cl:47])[CH:42]=2)[CH:28]2[CH:24]([O:25][CH:26]([CH3:29])[O:27]2)[CH:23]([N:30]2[CH:35]=[CH:34][C:33](=O)[NH:32][C:31]2=[O:37])[O:22]1)=[N+:19]=[N-:20]. The catalyst is C(Cl)Cl.O. The product is [N:18]([C:21]1([CH2:38][O:39][C:40](=[O:48])[C:41]2[CH:46]=[CH:45][CH:44]=[C:43]([Cl:47])[CH:42]=2)[CH:28]2[CH:24]([O:25][CH:26]([CH3:29])[O:27]2)[CH:23]([N:30]2[CH:35]=[CH:34][C:33]([N:1]3[CH:5]=[CH:4][N:3]=[CH:2]3)=[N:32][C:31]2=[O:37])[O:22]1)=[N+:19]=[N-:20]. The yield is 0.960. (7) The reactants are [ClH:1].O1CCOCC1.[F:8][C:9]1[CH:14]=[CH:13][CH:12]=[CH:11][C:10]=1/[CH:15]=[CH:16]/[C:17]([NH:19][CH2:20][CH2:21][CH2:22][N:23]1[CH2:28][CH2:27][S:26](=[O:29])[CH2:25][CH2:24]1)=[O:18]. The catalyst is C(Cl)Cl. The product is [ClH:1].[F:8][C:9]1[CH:14]=[CH:13][CH:12]=[CH:11][C:10]=1/[CH:15]=[CH:16]/[C:17]([NH:19][CH2:20][CH2:21][CH2:22][N:23]1[CH2:28][CH2:27][S:26](=[O:29])[CH2:25][CH2:24]1)=[O:18]. The yield is 0.960. (8) No catalyst specified. The product is [CH3:20][O:7][C:6](=[O:8])[C:5]1[CH:9]=[CH:10][C:2]([Br:1])=[C:3]([C:11]([F:12])([F:13])[F:14])[CH:4]=1. The reactants are [Br:1][C:2]1[CH:10]=[CH:9][C:5]([C:6]([OH:8])=[O:7])=[CH:4][C:3]=1[C:11]([F:14])([F:13])[F:12].S(=O)(=O)(O)O.[CH3:20]O. The yield is 0.980.